From a dataset of Reaction yield outcomes from USPTO patents with 853,638 reactions. Predict the reaction yield, written as a fraction of the theoretical maximum amount of product (1.0 means a 100% yield; for example, 0.34 means a 34% yield). (1) The reactants are [C:1]([C:3]1[CH:8]=[CH:7][C:6]([C:9](=[O:24])[CH:10]([C:16]2[CH:21]=[CH:20][C:19]([O:22][CH3:23])=[CH:18][CH:17]=2)C(OCC)=O)=[C:5]([CH3:25])[CH:4]=1)#[N:2]. The catalyst is CS(C)=O.[Cl-].[Na+].O. The product is [CH3:23][O:22][C:19]1[CH:18]=[CH:17][C:16]([CH2:10][C:9]([C:6]2[CH:7]=[CH:8][C:3]([C:1]#[N:2])=[CH:4][C:5]=2[CH3:25])=[O:24])=[CH:21][CH:20]=1. The yield is 0.604. (2) The reactants are C([N:20]1[CH:24]=[C:23]([C:25]2[CH:40]=[CH:39][CH:38]=[CH:37][C:26]=2[O:27][CH2:28][CH2:29][C:30]2[CH:36]=[CH:35][C:33]([NH2:34])=[CH:32][CH:31]=2)[N:22]=[CH:21]1)(C1C=CC=CC=1)(C1C=CC=CC=1)C1C=CC=CC=1.Cl[C:42](Cl)([O:44]C(=O)OC(Cl)(Cl)Cl)Cl.[O:53]1[CH2:58][CH2:57][CH:56]([NH2:59])[CH2:55][CH2:54]1.C(=O)(O)[O-].[Na+]. The catalyst is ClCCl.C(N(CC)CC)C. The product is [NH:20]1[CH:24]=[C:23]([C:25]2[CH:40]=[CH:39][CH:38]=[CH:37][C:26]=2[O:27][CH2:28][CH2:29][C:30]2[CH:31]=[CH:32][C:33]([NH:34][C:42]([NH:59][CH:56]3[CH2:57][CH2:58][O:53][CH2:54][CH2:55]3)=[O:44])=[CH:35][CH:36]=2)[N:22]=[CH:21]1. The yield is 0.780. (3) The reactants are [S:1]([N:11]1[CH:15]=[CH:14][N:13]=[C:12]1[CH2:16][CH2:17][C:18](OC)=[O:19])([C:4]1[CH:10]=[CH:9][C:7]([CH3:8])=[CH:6][CH:5]=1)(=[O:3])=[O:2].CC(C[AlH]CC(C)C)C. The catalyst is C1COCC1. The product is [S:1]([N:11]1[CH:15]=[CH:14][N:13]=[C:12]1[CH2:16][CH2:17][CH2:18][OH:19])([C:4]1[CH:10]=[CH:9][C:7]([CH3:8])=[CH:6][CH:5]=1)(=[O:3])=[O:2]. The yield is 0.400. (4) The reactants are [CH3:1][C:2]1[C:10]2[C:5](=[CH:6][C:7]([NH2:11])=[CH:8][CH:9]=2)[NH:4][N:3]=1.C([O-])(O)=O.[Na+].[F:17][C:18]1[C:19](Cl)=[N:20][C:21]([Cl:24])=[N:22][CH:23]=1. The catalyst is C1COCC1.CCO. The product is [Cl:24][C:21]1[N:22]=[C:23]([NH:11][C:7]2[CH:6]=[C:5]3[C:10]([C:2]([CH3:1])=[N:3][NH:4]3)=[CH:9][CH:8]=2)[C:18]([F:17])=[CH:19][N:20]=1. The yield is 0.890. (5) The reactants are Cl[C:2]1[C:11]2[C:6](=[CH:7][CH:8]=[CH:9][CH:10]=2)[N:5]=[C:4]([N:12]2[CH2:18][CH2:17][CH2:16][C:15]3[CH:19]=[CH:20][C:21]([O:23][CH2:24][CH3:25])=[CH:22][C:14]=3[CH2:13]2)[CH:3]=1.[CH2:26]([NH2:29])[CH2:27][NH2:28]. No catalyst specified. The product is [CH2:24]([O:23][C:21]1[CH:20]=[CH:19][C:15]2[CH2:16][CH2:17][CH2:18][N:12]([C:4]3[CH:3]=[C:2]([NH:28][CH2:27][CH2:26][NH2:29])[C:11]4[C:6](=[CH:7][CH:8]=[CH:9][CH:10]=4)[N:5]=3)[CH2:13][C:14]=2[CH:22]=1)[CH3:25]. The yield is 0.400. (6) The reactants are [Cl:1][C:2]1[CH:8]=[CH:7][C:5]([NH2:6])=[C:4]([N+:9]([O-:11])=[O:10])[CH:3]=1.[N+:12]([O-])([O-])=O.[Na+].[Sn](Cl)Cl. The catalyst is Cl.O. The product is [ClH:1].[Cl:1][C:2]1[CH:8]=[CH:7][C:5]([NH:6][NH2:12])=[C:4]([N+:9]([O-:11])=[O:10])[CH:3]=1. The yield is 0.630. (7) The catalyst is C(O)C.CCOCC. The yield is 0.750. The product is [CH3:16][C:15]([S:12]([C:9]1[CH:10]=[C:11]2[C:6](=[CH:7][CH:8]=1)[N:5]=[CH:4][CH:3]=[C:2]2[NH:26][C:21]1[C:20]([CH3:19])=[C:24]([CH3:25])[NH:23][N:22]=1)(=[O:14])=[O:13])([CH3:18])[CH3:17]. The reactants are Cl[C:2]1[C:11]2[C:6](=[CH:7][CH:8]=[C:9]([S:12]([C:15]([CH3:18])([CH3:17])[CH3:16])(=[O:14])=[O:13])[CH:10]=2)[N:5]=[CH:4][CH:3]=1.[CH3:19][C:20]1[C:21]([NH2:26])=[N:22][NH:23][C:24]=1[CH3:25].Cl.CC[NH+](CC)CC.CC[NH+](CC)CC.C([O-])([O-])=O.